This data is from Peptide-MHC class I binding affinity with 185,985 pairs from IEDB/IMGT. The task is: Regression. Given a peptide amino acid sequence and an MHC pseudo amino acid sequence, predict their binding affinity value. This is MHC class I binding data. (1) The binding affinity (normalized) is 0.0831. The MHC is H-2-Db with pseudo-sequence H-2-Db. The peptide sequence is VALPNPDPG. (2) The peptide sequence is NQLLIAILL. The MHC is HLA-A02:02 with pseudo-sequence HLA-A02:02. The binding affinity (normalized) is 0.214. (3) The peptide sequence is VVYEGVWKK. The MHC is HLA-A03:01 with pseudo-sequence HLA-A03:01. The binding affinity (normalized) is 0.762. (4) The peptide sequence is AVLDDGIYRI. The MHC is HLA-A02:06 with pseudo-sequence HLA-A02:06. The binding affinity (normalized) is 0.782. (5) The peptide sequence is YLAGAGLLF. The MHC is HLA-B15:01 with pseudo-sequence HLA-B15:01. The binding affinity (normalized) is 0.943. (6) The peptide sequence is MTIREFPRK. The MHC is HLA-A02:03 with pseudo-sequence HLA-A02:03. The binding affinity (normalized) is 0. (7) The peptide sequence is SLKSLYEAF. The MHC is HLA-B15:01 with pseudo-sequence HLA-B15:01. The binding affinity (normalized) is 0.721. (8) The MHC is HLA-A02:06 with pseudo-sequence HLA-A02:06. The binding affinity (normalized) is 0.0786. The peptide sequence is RILQRALFM.